This data is from Full USPTO retrosynthesis dataset with 1.9M reactions from patents (1976-2016). The task is: Predict the reactants needed to synthesize the given product. (1) Given the product [CH2:1]([N:8]1[CH2:13][CH2:12][NH:11][CH:10]([CH2:15][C:16]2[CH:21]=[CH:20][CH:19]=[CH:18][CH:17]=2)[CH2:9]1)[C:2]1[CH:3]=[CH:4][CH:5]=[CH:6][CH:7]=1, predict the reactants needed to synthesize it. The reactants are: [CH2:1]([N:8]1[CH2:13][C:12](=O)[NH:11][CH:10]([CH2:15][C:16]2[CH:21]=[CH:20][CH:19]=[CH:18][CH:17]=2)[C:9]1=O)[C:2]1[CH:7]=[CH:6][CH:5]=[CH:4][CH:3]=1.[H-].[H-].[H-].[H-].[Li+].[Al+3]. (2) Given the product [CH2:11]([N:10]1[C:3]2[C:2]([NH:17][C:16]3[CH:18]=[CH:19][C:20]([O:21][C:22]4[CH:23]=[N:24][C:25]([CH3:28])=[CH:26][CH:27]=4)=[C:14]([CH3:13])[CH:15]=3)=[N:7][CH:6]=[N:5][C:4]=2[CH:8]=[CH:9]1)[CH3:12], predict the reactants needed to synthesize it. The reactants are: Cl[C:2]1[C:3]2[N:10]([CH2:11][CH3:12])[CH:9]=[CH:8][C:4]=2[N:5]=[CH:6][N:7]=1.[CH3:13][C:14]1[CH:15]=[C:16]([CH:18]=[CH:19][C:20]=1[O:21][C:22]1[CH:23]=[N:24][C:25]([CH3:28])=[CH:26][CH:27]=1)[NH2:17]. (3) Given the product [CH2:1]([O:3][C:4]([C:6]1[CH:7]=[N:8][C:9]2[C:14]([C:15]=1[NH:24][CH2:20][CH2:21][CH2:22][CH3:23])=[CH:13][CH:12]=[CH:11][C:10]=2[NH2:17])=[O:5])[CH3:2], predict the reactants needed to synthesize it. The reactants are: [CH2:1]([O:3][C:4]([C:6]1[CH:7]=[N:8][C:9]2[C:14]([C:15]=1Cl)=[CH:13][CH:12]=[CH:11][C:10]=2[N+:17]([O-])=O)=[O:5])[CH3:2].[CH2:20]([NH2:24])[CH2:21][CH2:22][CH3:23]. (4) Given the product [NH2:1][C:4]1[C:5]([N:10]2[CH2:15][CH2:14][CH:13]([C:16]([OH:18])=[O:17])[CH2:12][CH2:11]2)=[N:6][CH:7]=[CH:8][CH:9]=1, predict the reactants needed to synthesize it. The reactants are: [N+:1]([C:4]1[C:5]([N:10]2[CH2:15][CH2:14][CH:13]([C:16]([OH:18])=[O:17])[CH2:12][CH2:11]2)=[N:6][CH:7]=[CH:8][CH:9]=1)([O-])=O.[Sn](Cl)Cl. (5) Given the product [Cl:27][C:22]1[CH:21]=[C:20]([C:14]2([C:16]([F:18])([F:17])[F:19])[O:13][N:12]=[C:11]([C:8]3[CH:9]=[CH:10][C:5]([C:4]([OH:29])=[O:3])=[C:6]([CH3:28])[CH:7]=3)[CH2:15]2)[CH:25]=[C:24]([Cl:26])[CH:23]=1, predict the reactants needed to synthesize it. The reactants are: C([O:3][C:4](=[O:29])[C:5]1[CH:10]=[CH:9][C:8]([C:11]2[CH2:15][C:14]([C:20]3[CH:25]=[C:24]([Cl:26])[CH:23]=[C:22]([Cl:27])[CH:21]=3)([C:16]([F:19])([F:18])[F:17])[O:13][N:12]=2)=[CH:7][C:6]=1[CH3:28])C.[OH-].[Na+].